This data is from Forward reaction prediction with 1.9M reactions from USPTO patents (1976-2016). The task is: Predict the product of the given reaction. (1) Given the reactants [Cl:1][C:2]1[N:7]=[CH:6][C:5]([C:8](=O)[CH2:9][CH2:10][C:11]([O:13]C)=O)=[CH:4][CH:3]=1.[BH3-]C#[N:18].[Na+], predict the reaction product. The product is: [Cl:1][C:2]1[N:7]=[CH:6][C:5]([CH:8]2[NH:18][C:11](=[O:13])[CH2:10][CH2:9]2)=[CH:4][CH:3]=1. (2) The product is: [Br:29][C:9]([C:10]1[CH:15]=[CH:14][CH:13]=[C:12]([O:16][CH2:17][CH2:18][CH2:19][O:20][CH3:21])[CH:11]=1)=[C:4]([NH:3][CH:1]=[O:2])[C:5]([O:7][CH3:8])=[O:6]. Given the reactants [CH:1]([NH:3][C:4](=[CH:9][C:10]1[CH:15]=[CH:14][CH:13]=[C:12]([O:16][CH2:17][CH2:18][CH2:19][O:20][CH3:21])[CH:11]=1)[C:5]([O:7][CH3:8])=[O:6])=[O:2].C1C(=O)N([Br:29])C(=O)C1.C(N(CC)CC)C, predict the reaction product. (3) Given the reactants [CH:1]1([O:5][C:6]2[CH:7]=[C:8]([N:14]3[CH2:19][CH2:18][NH:17][C@@H:16]([CH2:20][C:21]4[CH:26]=[CH:25][C:24]([F:27])=[CH:23][CH:22]=4)[CH2:15]3)[CH:9]=[CH:10][C:11]=2[O:12][CH3:13])[CH2:4][CH2:3][CH2:2]1.[N:28]1[CH:33]=[CH:32][CH:31]=[N:30][C:29]=1[CH2:34][C:35](O)=[O:36], predict the reaction product. The product is: [CH:1]1([O:5][C:6]2[CH:7]=[C:8]([N:14]3[CH2:19][CH2:18][N:17]([C:35](=[O:36])[CH2:34][C:29]4[N:30]=[CH:31][CH:32]=[CH:33][N:28]=4)[C@@H:16]([CH2:20][C:21]4[CH:22]=[CH:23][C:24]([F:27])=[CH:25][CH:26]=4)[CH2:15]3)[CH:9]=[CH:10][C:11]=2[O:12][CH3:13])[CH2:2][CH2:3][CH2:4]1. (4) The product is: [Br:1][C:2]1[CH:7]=[CH:6][C:5]([C:8]2[N:12]([CH2:13][C@@H:14]3[CH2:18][CH2:17][N:16]([C:19]([CH:21]4[CH2:22][CH2:23]4)=[O:20])[CH2:15]3)[C:11]3[CH:24]=[C:25]([C:28]([OH:30])=[O:29])[CH:26]=[CH:27][C:10]=3[N:9]=2)=[CH:4][CH:3]=1. Given the reactants [Br:1][C:2]1[CH:7]=[CH:6][C:5]([C:8]2[N:12]([CH2:13][C@@H:14]3[CH2:18][CH2:17][N:16]([C:19]([CH:21]4[CH2:23][CH2:22]4)=[O:20])[CH2:15]3)[C:11]3[CH:24]=[C:25]([C:28]([O:30]C)=[O:29])[CH:26]=[CH:27][C:10]=3[N:9]=2)=[CH:4][CH:3]=1.[Li+].[OH-].OS([O-])(=O)=O.[Na+], predict the reaction product. (5) Given the reactants [N:1]1[C:10]2[NH:9][CH2:8][CH2:7][CH2:6][C:5]=2[CH:4]=[C:3]([C:11]2[CH:12]=[C:13]([C:17]([OH:20])([CH3:19])[CH3:18])[CH:14]=[N:15][CH:16]=2)[CH:2]=1.[C:21]([N:29]=C=O)(=[O:28])C1C=CC=CC=1.C([O-])([O-])=O.[K+].[K+], predict the reaction product. The product is: [OH:20][C:17]([C:13]1[CH:12]=[C:11]([C:3]2[CH:4]=[C:5]3[C:10](=[N:1][CH:2]=2)[N:9]([C:21]([NH2:29])=[O:28])[CH2:8][CH2:7][CH2:6]3)[CH:16]=[N:15][CH:14]=1)([CH3:18])[CH3:19]. (6) Given the reactants [F:1][C:2]1[CH:9]=[CH:8][C:5]([CH2:6]Br)=[CH:4][CH:3]=1.[Br:10][C:11]1[CH:16]=[CH:15][CH:14]=[C:13](Br)[N:12]=1.C(=O)(O)[O-].[Na+], predict the reaction product. The product is: [Br:10][C:11]1[CH:16]=[CH:15][CH:14]=[C:13]([CH2:6][C:5]2[CH:8]=[CH:9][C:2]([F:1])=[CH:3][CH:4]=2)[N:12]=1.